Predict the reactants needed to synthesize the given product. From a dataset of Full USPTO retrosynthesis dataset with 1.9M reactions from patents (1976-2016). (1) Given the product [I:16][C:5]1[C:6]([CH:9]2[CH2:14][CH2:13][O:12][CH2:11][CH2:10]2)=[N:7][CH:8]=[C:3]([O:2][CH3:1])[C:4]=1[NH2:15], predict the reactants needed to synthesize it. The reactants are: [CH3:1][O:2][C:3]1[C:4]([NH2:15])=[CH:5][C:6]([CH:9]2[CH2:14][CH2:13][O:12][CH2:11][CH2:10]2)=[N:7][CH:8]=1.[I:16]([O-])(=O)=O.[K+].[OH-].[Na+]. (2) Given the product [F:26][C:21]1[CH:20]=[C:19]([C:8]2[CH2:9][CH2:10][CH2:11][C:12]3[CH:17]=[C:16]([OH:18])[CH:15]=[CH:14][C:13]=3[C:7]=2[CH2:6][CH2:5][CH2:4][CH2:3][CH2:2][N:28]([CH3:27])[CH2:29][CH2:30][CH2:31][S:32]([CH2:34][CH2:35][CH2:36][C:37]([F:43])([F:42])[C:38]([F:39])([F:40])[F:41])=[O:33])[CH:24]=[CH:23][C:22]=1[OH:25], predict the reactants needed to synthesize it. The reactants are: Br[CH2:2][CH2:3][CH2:4][CH2:5][CH2:6][C:7]1[C:13]2[CH:14]=[CH:15][C:16]([OH:18])=[CH:17][C:12]=2[CH2:11][CH2:10][CH2:9][C:8]=1[C:19]1[CH:24]=[CH:23][C:22]([OH:25])=[C:21]([F:26])[CH:20]=1.[CH3:27][NH:28][CH2:29][CH2:30][CH2:31][S:32]([CH2:34][CH2:35][CH2:36][C:37]([F:43])([F:42])[C:38]([F:41])([F:40])[F:39])=[O:33].